The task is: Predict which catalyst facilitates the given reaction.. This data is from Catalyst prediction with 721,799 reactions and 888 catalyst types from USPTO. (1) Reactant: C[O:2][C:3]1[CH:8]=[CH:7][CH:6]=[CH:5][C:4]=1[N:9]1[CH2:14][CH2:13][C:12]2[O:15][C:16]([C:18]3[CH:23]=[CH:22][CH:21]=[CH:20][N:19]=3)=[N:17][C:11]=2[CH2:10]1.B(Br)(Br)Br.CO.O. Product: [N:19]1[CH:20]=[CH:21][CH:22]=[CH:23][C:18]=1[C:16]1[O:15][C:12]2[CH2:13][CH2:14][N:9]([C:4]3[CH:5]=[CH:6][CH:7]=[CH:8][C:3]=3[OH:2])[CH2:10][C:11]=2[N:17]=1. The catalyst class is: 2. (2) Reactant: C([N:8](C(OCC1C=CC=CC=1)=O)[C@H:9]1[CH2:14][CH2:13][N:12]([C:15]([O:17][C:18]([CH3:21])([CH3:20])[CH3:19])=[O:16])[CH2:11][C@H:10]1[O:22][CH2:23][C:24]([F:27])([F:26])[CH3:25])C1C=CC=CC=1.C([O-])=O.[NH4+]. Product: [NH2:8][C@H:9]1[CH2:14][CH2:13][N:12]([C:15]([O:17][C:18]([CH3:19])([CH3:20])[CH3:21])=[O:16])[CH2:11][C@H:10]1[O:22][CH2:23][C:24]([F:27])([F:26])[CH3:25]. The catalyst class is: 43.